This data is from Full USPTO retrosynthesis dataset with 1.9M reactions from patents (1976-2016). The task is: Predict the reactants needed to synthesize the given product. (1) Given the product [ClH:28].[ClH:28].[NH2:8][CH2:9][CH:10]1[CH2:13][N:12]([C:14]2[C:24]([C:25]#[N:26])=[CH:23][C:17]([C:18]([O:20][CH2:21][CH3:22])=[O:19])=[C:16]([CH3:27])[N:15]=2)[CH2:11]1, predict the reactants needed to synthesize it. The reactants are: C(OC([NH:8][CH2:9][CH:10]1[CH2:13][N:12]([C:14]2[C:24]([C:25]#[N:26])=[CH:23][C:17]([C:18]([O:20][CH2:21][CH3:22])=[O:19])=[C:16]([CH3:27])[N:15]=2)[CH2:11]1)=O)(C)(C)C.[ClH:28]. (2) Given the product [O:24]1[CH2:29][CH2:28][N:27]([CH2:30][CH2:31][N:32]([C:37]2[CH:43]=[CH:42][C:40]([NH:41]/[C:13](=[C:6]3\[C:5](=[O:23])[NH:4][C:12]4[C:7]\3=[CH:8][CH:9]=[CH:10][CH:11]=4)/[C:14]3[CH:15]=[CH:16][CH:17]=[CH:18][CH:19]=3)=[CH:39][CH:38]=2)[S:33]([CH3:36])(=[O:35])=[O:34])[CH2:26][CH2:25]1, predict the reactants needed to synthesize it. The reactants are: C([N:4]1[C:12]2[C:7](=[CH:8][CH:9]=[CH:10][CH:11]=2)[C:6](=[C:13](OCC)[C:14]2[CH:19]=[CH:18][CH:17]=[CH:16][CH:15]=2)[C:5]1=[O:23])(=O)C.[O:24]1[CH2:29][CH2:28][N:27]([CH2:30][CH2:31][N:32]([C:37]2[CH:43]=[CH:42][C:40]([NH2:41])=[CH:39][CH:38]=2)[S:33]([CH3:36])(=[O:35])=[O:34])[CH2:26][CH2:25]1.N1CCCCC1. (3) Given the product [I:1][C:2]1[C:3]([O:13][CH:14]([CH3:16])[CH3:15])=[N:4][CH:5]=[C:6]([CH:12]=1)[C:7]([OH:9])=[O:8], predict the reactants needed to synthesize it. The reactants are: [I:1][C:2]1[C:3]([O:13][CH:14]([CH3:16])[CH3:15])=[N:4][CH:5]=[C:6]([CH:12]=1)[C:7]([O:9]CC)=[O:8].[OH-].[Na+]. (4) Given the product [NH:5]1[CH:9]=[N:8][C:7]([C:10]([OH:12])([C:1]#[CH:2])[CH3:11])=[N:6]1, predict the reactants needed to synthesize it. The reactants are: [C:1]([Mg]Br)#[CH:2].[NH:5]1[CH:9]=[N:8][C:7]([C:10](=[O:12])[CH3:11])=[N:6]1. (5) Given the product [O:1]=[C:2]1[C:10]2[C:5](=[CH:6][CH:7]=[CH:8][CH:9]=2)[C:4](=[O:11])[N:3]1[CH2:12][CH2:13][N:14]1[C:23]2[C:18](=[N:19][CH:20]=[C:21]([CH2:24][C:25]3[CH:30]=[CH:29][C:28]([F:31])=[CH:27][CH:26]=3)[CH:22]=2)[C:17]([OH:32])=[C:16]([C:33]([NH:39][CH2:40][C:41]([CH3:45])([CH3:44])[CH2:42][OH:43])=[O:34])[C:15]1=[O:38], predict the reactants needed to synthesize it. The reactants are: [O:1]=[C:2]1[C:10]2[C:5](=[CH:6][CH:7]=[CH:8][CH:9]=2)[C:4](=[O:11])[N:3]1[CH2:12][CH2:13][N:14]1[C:23]2[C:18](=[N:19][CH:20]=[C:21]([CH2:24][C:25]3[CH:30]=[CH:29][C:28]([F:31])=[CH:27][CH:26]=3)[CH:22]=2)[C:17]([OH:32])=[C:16]([C:33](OCC)=[O:34])[C:15]1=[O:38].[NH2:39][CH2:40][C:41]([CH3:45])([CH3:44])[CH2:42][OH:43].